This data is from Peptide-MHC class I binding affinity with 185,985 pairs from IEDB/IMGT. The task is: Regression. Given a peptide amino acid sequence and an MHC pseudo amino acid sequence, predict their binding affinity value. This is MHC class I binding data. The peptide sequence is HSNLNDTTY. The MHC is HLA-A02:11 with pseudo-sequence HLA-A02:11. The binding affinity (normalized) is 0.0847.